This data is from NCI-60 drug combinations with 297,098 pairs across 59 cell lines. The task is: Regression. Given two drug SMILES strings and cell line genomic features, predict the synergy score measuring deviation from expected non-interaction effect. Drug 1: CCC1(C2=C(COC1=O)C(=O)N3CC4=CC5=C(C=CC(=C5CN(C)C)O)N=C4C3=C2)O.Cl. Drug 2: CC1C(C(CC(O1)OC2CC(CC3=C2C(=C4C(=C3O)C(=O)C5=CC=CC=C5C4=O)O)(C(=O)C)O)N)O. Cell line: NCIH23. Synergy scores: CSS=49.2, Synergy_ZIP=-8.69, Synergy_Bliss=-5.15, Synergy_Loewe=-4.19, Synergy_HSA=-1.90.